From a dataset of Full USPTO retrosynthesis dataset with 1.9M reactions from patents (1976-2016). Predict the reactants needed to synthesize the given product. Given the product [F:11][C:10]([F:13])([F:12])[C:9]([OH:3])=[O:35].[C:31]([C:28]1[CH:27]=[CH:26][C:25]([NH:24][C:9]([C:14]2[CH:15]=[C:16]([CH3:23])[C:17]([O:21][CH3:22])=[C:18]([CH3:20])[CH:19]=2)([C:10]([F:11])([F:12])[F:13])[C:8]([OH:34])=[O:7])=[CH:30][CH:29]=1)(=[NH:32])[NH2:33], predict the reactants needed to synthesize it. The reactants are: C(O)(=[O:3])C.C([O:7][C:8](=[O:34])[C:9]([NH:24][C:25]1[CH:30]=[CH:29][C:28]([C:31](=[NH:33])[NH2:32])=[CH:27][CH:26]=1)([C:14]1[CH:19]=[C:18]([CH3:20])[C:17]([O:21][CH3:22])=[C:16]([CH3:23])[CH:15]=1)[C:10]([F:13])([F:12])[F:11])C.[OH-:35].[Na+].